This data is from Forward reaction prediction with 1.9M reactions from USPTO patents (1976-2016). The task is: Predict the product of the given reaction. (1) Given the reactants FC1C=C2C(C(I)=CN2S(C2C=CC=CC=2)(=O)=O)=CC=1.[F:21][C:22]1[CH:30]=[C:29]2[C:25]([C:26]([C:40]3[CH:41]=[CH:42][C:43]4[N:47]=[C:46]([CH2:48][N:49]([CH3:51])[CH3:50])[NH:45][C:44]=4[CH:52]=3)=[CH:27][N:28]2S(C2C=CC=CC=2)(=O)=O)=[CH:24][CH:23]=1, predict the reaction product. The product is: [F:21][C:22]1[CH:30]=[C:29]2[C:25]([C:26]([C:40]3[CH:41]=[CH:42][C:43]4[N:47]=[C:46]([CH2:48][N:49]([CH3:50])[CH3:51])[NH:45][C:44]=4[CH:52]=3)=[CH:27][NH:28]2)=[CH:24][CH:23]=1. (2) Given the reactants [C:1]([O:5][C:6](=[O:37])[N:7]([C:16]1[S:17][C@:18]2([CH2:33][N:34]=[N+:35]=[N-:36])[C@H:20]([C@:21]([C:25]3[CH:30]=[C:29]([Br:31])[CH:28]=[CH:27][C:26]=3[F:32])([CH2:23][F:24])[N:22]=1)[CH2:19]2)[CH2:8][O:9][CH2:10][CH2:11][Si:12]([CH3:15])([CH3:14])[CH3:13])([CH3:4])([CH3:3])[CH3:2].[C:38]([Mg]Br)#[C:39][CH3:40], predict the reaction product. The product is: [C:1]([O:5][C:6](=[O:37])[N:7]([C:16]1[S:17][C@:18]2([CH2:33][N:34]3[CH:38]=[C:39]([CH3:40])[N:36]=[N:35]3)[C@H:20]([C@:21]([C:25]3[CH:30]=[C:29]([Br:31])[CH:28]=[CH:27][C:26]=3[F:32])([CH2:23][F:24])[N:22]=1)[CH2:19]2)[CH2:8][O:9][CH2:10][CH2:11][Si:12]([CH3:13])([CH3:15])[CH3:14])([CH3:4])([CH3:2])[CH3:3]. (3) Given the reactants [NH2:1][C:2]([C:4]1[CH:5]=[C:6](Br)[CH:7]=[C:8]2[C:12]=1[NH:11][CH:10]=[C:9]2[CH:13]1[CH2:18][CH2:17][N:16]([C:19]([O:21][C:22]([CH3:25])([CH3:24])[CH3:23])=[O:20])[CH2:15][CH2:14]1)=[O:3].[S:27]1[CH:31]=[CH:30][C:29](B(O)O)=[CH:28]1.C(=O)([O-])[O-].[K+].[K+], predict the reaction product. The product is: [NH2:1][C:2]([C:4]1[CH:5]=[C:6]([C:29]2[CH:30]=[CH:31][S:27][CH:28]=2)[CH:7]=[C:8]2[C:12]=1[NH:11][CH:10]=[C:9]2[CH:13]1[CH2:18][CH2:17][N:16]([C:19]([O:21][C:22]([CH3:25])([CH3:24])[CH3:23])=[O:20])[CH2:15][CH2:14]1)=[O:3]. (4) Given the reactants [CH2:1]([C:3]1[CH:8]=[CH:7][C:6]([O:9]C)=[C:5]([O:11][C:12]2[CH:17]=[CH:16][CH:15]=[CH:14][CH:13]=2)[CH:4]=1)[CH3:2], predict the reaction product. The product is: [CH2:1]([C:3]1[CH:8]=[CH:7][C:6]([OH:9])=[C:5]([O:11][C:12]2[CH:17]=[CH:16][CH:15]=[CH:14][CH:13]=2)[CH:4]=1)[CH3:2]. (5) Given the reactants [NH2:1][C:2]1[CH:6]=[C:5]([C:7]2[CH:12]=[CH:11][N:10]=[CH:9][CH:8]=2)[S:4][C:3]=1C(O)=O.[OH-].[Na+], predict the reaction product. The product is: [N:10]1[CH:11]=[CH:12][C:7]([C:5]2[S:4][CH:3]=[C:2]([NH2:1])[CH:6]=2)=[CH:8][CH:9]=1.